This data is from Peptide-MHC class II binding affinity with 134,281 pairs from IEDB. The task is: Regression. Given a peptide amino acid sequence and an MHC pseudo amino acid sequence, predict their binding affinity value. This is MHC class II binding data. (1) The peptide sequence is KLRSAGELELQFRRV. The MHC is DRB3_0202 with pseudo-sequence DRB3_0202. The binding affinity (normalized) is 0.0289. (2) The peptide sequence is PVQEFTVPRTKYTAT. The MHC is HLA-DQA10301-DQB10302 with pseudo-sequence HLA-DQA10301-DQB10302. The binding affinity (normalized) is 0.0396. (3) The peptide sequence is HEALNIALIAVSIIS. The MHC is DRB1_0901 with pseudo-sequence DRB1_0901. The binding affinity (normalized) is 0.246. (4) The peptide sequence is GGQSSFYSDWYQPAC. The MHC is DRB1_1101 with pseudo-sequence DRB1_1101. The binding affinity (normalized) is 0.